From a dataset of Aqueous solubility values for 9,982 compounds from the AqSolDB database. Regression/Classification. Given a drug SMILES string, predict its absorption, distribution, metabolism, or excretion properties. Task type varies by dataset: regression for continuous measurements (e.g., permeability, clearance, half-life) or binary classification for categorical outcomes (e.g., BBB penetration, CYP inhibition). For this dataset (solubility_aqsoldb), we predict Y. (1) The compound is CC1=CCC2C(C1)C2(C)C. The Y is -4.67 log mol/L. (2) The molecule is O=C1C=CC(=O)N1c1ccc(Cc2ccc(N3C(=O)C=CC3=O)cc2)cc1. The Y is -6.00 log mol/L. (3) The compound is CNCc1cccc2ccccc12. The Y is -1.72 log mol/L. (4) The drug is CCOC(=O)CCl. The Y is -0.800 log mol/L. (5) The Y is -7.23 log mol/L. The compound is Cc1cc(Cc2cc(C)cc(C(C)(C)C)c2O)c(O)c(C(C)(C)C)c1. (6) The drug is CCSC(=S)N[C@@H](CC(=O)O)C(=O)O. The Y is -1.39 log mol/L.